This data is from Full USPTO retrosynthesis dataset with 1.9M reactions from patents (1976-2016). The task is: Predict the reactants needed to synthesize the given product. (1) Given the product [CH3:18][O:11][C:10](=[O:12])[CH2:9][CH2:8][CH2:7][C:1]1[CH:6]=[CH:5][CH:4]=[CH:3][CH:2]=1, predict the reactants needed to synthesize it. The reactants are: [C:1]1([CH2:7][CH2:8][CH2:9][C:10]([OH:12])=[O:11])[CH:6]=[CH:5][CH:4]=[CH:3][CH:2]=1.S(=O)(=O)(O)O.[CH3:18]O. (2) Given the product [NH2:1][C:2]([C:19]1[NH:23][C:22]2[CH:24]=[CH:25][C:26]([C:28]#[N:29])=[CH:27][C:21]=2[N:20]=1)([C:7]1[C:15]([OH:16])=[CH:14][C:13]([CH3:18])=[C:12]2[C:8]=1[CH:9]=[CH:10][NH:11]2)[C:3]([F:6])([F:5])[F:4], predict the reactants needed to synthesize it. The reactants are: [NH2:1][C:2]([C:19]1[NH:23][C:22]2[CH:24]=[CH:25][C:26]([C:28]#[N:29])=[CH:27][C:21]=2[N:20]=1)([C:7]1[C:15]([O:16]C)=[CH:14][C:13]([CH3:18])=[C:12]2[C:8]=1[CH:9]=[CH:10][NH:11]2)[C:3]([F:6])([F:5])[F:4].B(Br)(Br)Br.C(=O)(O)[O-].[Na+].